This data is from Reaction yield outcomes from USPTO patents with 853,638 reactions. The task is: Predict the reaction yield, written as a fraction of the theoretical maximum amount of product (1.0 means a 100% yield; for example, 0.34 means a 34% yield). (1) The reactants are C([O:3][CH2:4][CH2:5][O:6][NH:7][C:8]([C:10]1[C:11]([NH:29][C:30]2[CH:35]=[CH:34][C:33]([I:36])=[CH:32][C:31]=2[F:37])=[C:12]2[C:16](=[CH:17][CH:18]=1)[N:15](S(C1C=CC(C)=CC=1)(=O)=O)[N:14]=[CH:13]2)=[O:9])=C.Cl. The yield is 0.100. The catalyst is CO. The product is [OH:3][CH2:4][CH2:5][O:6][NH:7][C:8]([C:10]1[C:11]([NH:29][C:30]2[CH:35]=[CH:34][C:33]([I:36])=[CH:32][C:31]=2[F:37])=[C:12]2[C:16](=[CH:17][CH:18]=1)[NH:15][N:14]=[CH:13]2)=[O:9]. (2) The reactants are [F:1][C:2]([F:15])([F:14])[O:3][C:4]1[CH:5]=[CH:6][C:7]([C:10]([O:12]C)=[O:11])=[N:8][CH:9]=1.[OH-].[K+:17].CO. The catalyst is O. The product is [F:15][C:2]([F:1])([F:14])[O:3][C:4]1[CH:5]=[CH:6][C:7]([C:10]([O-:12])=[O:11])=[N:8][CH:9]=1.[K+:17]. The yield is 1.00. (3) The reactants are Br[C:2]1[C:6]([C:7]2[CH:12]=[CH:11][CH:10]=[CH:9][N:8]=2)=[N:5][N:4]2[CH2:13][CH2:14][CH2:15][C:3]=12.C1COCC1.[S:21]1[CH:25]=[CH:24][CH:23]=[C:22]1B(O)O.C(=O)([O-])[O-].[K+].[K+]. The catalyst is CN(C=O)C.C1C=CC(/C=C/C(/C=C/C2C=CC=CC=2)=O)=CC=1.C1C=CC(/C=C/C(/C=C/C2C=CC=CC=2)=O)=CC=1.C1C=CC(/C=C/C(/C=C/C2C=CC=CC=2)=O)=CC=1.[Pd].[Pd].[Pd].C1(P(C2C=CC=CC=2)CCP(C2C=CC=CC=2)C2C=CC=CC=2)C=CC=CC=1.C1(P(C2C=CC=CC=2)CCP(C2C=CC=CC=2)C2C=CC=CC=2)C=CC=CC=1.[Pd].[Pd].C(=CC(C=CC1C=CC=CC=1)=O)C1C=CC=CC=1.C(=CC(C=CC1C=CC=CC=1)=O)C1C=CC=CC=1.C(=CC(C=CC1C=CC=CC=1)=O)C1C=CC=CC=1. The product is [N:8]1[CH:9]=[CH:10][CH:11]=[CH:12][C:7]=1[C:6]1[C:2]([C:22]2[S:21][CH:25]=[CH:24][CH:23]=2)=[C:3]2[CH2:15][CH2:14][CH2:13][N:4]2[N:5]=1. The yield is 0.0500. (4) The reactants are [Cl:1][C:2]1[CH:7]=[CH:6][C:5]([Cl:8])=[CH:4][C:3]=1[C:9](=[O:11])[CH3:10].[BrH:12].BrBr.C(=O)([O-])[O-].[Na+].[Na+].S([O-])([O-])(=O)=S.[Na+].[Na+]. The catalyst is C(O)(=O)C. The product is [Br:12][CH2:10][C:9]([C:3]1[CH:4]=[C:5]([Cl:8])[CH:6]=[CH:7][C:2]=1[Cl:1])=[O:11]. The yield is 0.500. (5) The reactants are [ClH:1].CCOCC.C(O[C:12](=O)[N:13]([CH2:15][C:16]1[CH:24]=[CH:23][CH:22]=[C:21]2[C:17]=1[CH2:18][N:19]([CH:26]1[CH2:31][CH2:30][C:29](=[O:32])[NH:28][C:27]1=[O:33])[C:20]2=[O:25])C)(C)(C)C. The catalyst is C(Cl)Cl. The product is [ClH:1].[CH3:12][NH:13][CH2:15][C:16]1[CH:24]=[CH:23][CH:22]=[C:21]2[C:17]=1[CH2:18][N:19]([CH:26]1[CH2:31][CH2:30][C:29](=[O:32])[NH:28][C:27]1=[O:33])[C:20]2=[O:25]. The yield is 0.980. (6) The reactants are I[C:2]1[C:10]2[C:5](=[N:6][CH:7]=[N:8][C:9]=2[NH2:11])[N:4]([C@H:12]2[CH2:17][CH2:16][C@@H:15]([N:18]3[CH2:23][CH2:22][N:21]([CH3:24])[CH2:20][CH2:19]3)[CH2:14][CH2:13]2)[N:3]=1.[CH3:25][O:26][C:27]1[CH:28]=[C:29](B(O)O)[CH:30]=[CH:31][C:32]=1[N:33]([CH3:44])[C:34](=[O:43])[CH2:35][CH2:36][C:37]1[CH:42]=[CH:41][CH:40]=[CH:39][CH:38]=1.C(=O)([O-])[O-].[Na+].[Na+]. The catalyst is COCCOC.O.C1C=CC([P]([Pd]([P](C2C=CC=CC=2)(C2C=CC=CC=2)C2C=CC=CC=2)([P](C2C=CC=CC=2)(C2C=CC=CC=2)C2C=CC=CC=2)[P](C2C=CC=CC=2)(C2C=CC=CC=2)C2C=CC=CC=2)(C2C=CC=CC=2)C2C=CC=CC=2)=CC=1. The product is [NH2:11][C:9]1[N:8]=[CH:7][N:6]=[C:5]2[N:4]([C@H:12]3[CH2:17][CH2:16][C@@H:15]([N:18]4[CH2:23][CH2:22][N:21]([CH3:24])[CH2:20][CH2:19]4)[CH2:14][CH2:13]3)[N:3]=[C:2]([C:29]3[CH:30]=[CH:31][C:32]([N:33]([CH3:44])[C:34](=[O:43])[CH2:35][CH2:36][C:37]4[CH:38]=[CH:39][CH:40]=[CH:41][CH:42]=4)=[C:27]([O:26][CH3:25])[CH:28]=3)[C:10]=12. The yield is 0.100. (7) The reactants are [Cl:1][C:2]1[CH:14]=[N:13][C:5]2[NH:6][C:7]3[CH2:12][CH2:11][NH:10][CH2:9][C:8]=3[C:4]=2[CH:3]=1.CCN(C(C)C)C(C)C.[Cl:24][C:25]1[CH:26]=[C:27]([N:31]=[C:32]=[O:33])[CH:28]=[CH:29][CH:30]=1.Cl.CCOCC. The catalyst is C(Cl)Cl.CCOCC. The product is [ClH:1].[Cl:24][C:25]1[CH:26]=[C:27]([NH:31][C:32]([N:10]2[CH2:11][CH2:12][C:7]3[NH:6][C:5]4[N:13]=[CH:14][C:2]([Cl:1])=[CH:3][C:4]=4[C:8]=3[CH2:9]2)=[O:33])[CH:28]=[CH:29][CH:30]=1. The yield is 0.560.